From a dataset of Full USPTO retrosynthesis dataset with 1.9M reactions from patents (1976-2016). Predict the reactants needed to synthesize the given product. (1) Given the product [Cl-:17].[CH:1]1([CH:4]([NH3+:10])[CH2:5][C:6]([OH:9])([CH3:8])[CH3:7])[CH2:3][CH2:2]1, predict the reactants needed to synthesize it. The reactants are: [CH:1]1([CH:4]([NH:10]S(C(C)(C)C)=O)[CH2:5][C:6]([OH:9])([CH3:8])[CH3:7])[CH2:3][CH2:2]1.[ClH:17].O1CCOCC1. (2) Given the product [CH2:1]([NH:3][C:4]([NH:14][CH2:13][CH2:12][CH2:11][N:6]1[CH2:10][CH2:9][CH2:8][CH2:7]1)=[O:5])[CH3:2], predict the reactants needed to synthesize it. The reactants are: [CH2:1]([N:3]=[C:4]=[O:5])[CH3:2].[N:6]1([CH2:11][CH2:12][CH2:13][NH2:14])[CH2:10][CH2:9][CH2:8][CH2:7]1.